From a dataset of Full USPTO retrosynthesis dataset with 1.9M reactions from patents (1976-2016). Predict the reactants needed to synthesize the given product. (1) Given the product [CH:47]1([NH:46][C:44]([C:41]2[S:40][C:39]([C:13]3[C:12]4[C:16](=[CH:17][CH:18]=[C:10]([C:7]5[O:6][C:5]([NH:4][CH:1]([CH3:2])[CH3:3])=[N:9][N:8]=5)[CH:11]=4)[NH:15][CH:14]=3)=[N:43][CH:42]=2)=[O:45])[CH2:48][CH2:49]1, predict the reactants needed to synthesize it. The reactants are: [CH:1]([NH:4][C:5]1[O:6][C:7]([C:10]2[CH:11]=[C:12]3[C:16](=[CH:17][CH:18]=2)[N:15](S(C2C=CC(C)=CC=2)(=O)=O)[CH:14]=[C:13]3B2OC(C)(C)C(C)(C)O2)=[N:8][N:9]=1)([CH3:3])[CH3:2].Br[C:39]1[S:40][C:41]([C:44]([NH:46][CH:47]2[CH2:49][CH2:48]2)=[O:45])=[CH:42][N:43]=1.ClC1SC(C(NC2CC2)=O)=CN=1.CC(C1C=C(C(C)C)C(C2C=CC=CC=2P(C2CCCCC2)C2CCCCC2)=C(C(C)C)C=1)C.P([O-])([O-])([O-])=O.[K+].[K+].[K+]. (2) Given the product [C:1]([O:4][C@H:5]1[C@@H:10]([O:11][C:12](=[O:14])[CH3:13])[CH2:9][CH2:8][O:7][CH2:6]1)(=[O:3])[CH3:2], predict the reactants needed to synthesize it. The reactants are: [C:1]([O:4][C@H:5]1[C@@H:10]([O:11][C:12](=[O:14])[CH3:13])[CH:9]=[CH:8][O:7][CH2:6]1)(=[O:3])[CH3:2]. (3) Given the product [Cl:25][C:22]1[S:21][C:20]([C:3]2[C:2]([C:26]3[CH:31]=[CH:30][CH:29]=[CH:28][CH:27]=3)=[CH:7][N:6]=[C:5]([NH:8][CH2:9][CH2:10][N:11]3[C:15]([CH3:17])([CH3:16])[C:14](=[O:18])[NH:13][C:12]3=[O:19])[N:4]=2)=[CH:24][CH:23]=1, predict the reactants needed to synthesize it. The reactants are: Br[C:2]1[C:3]([C:20]2[S:21][C:22]([Cl:25])=[CH:23][CH:24]=2)=[N:4][C:5]([NH:8][CH2:9][CH2:10][N:11]2[C:15]([CH3:17])([CH3:16])[C:14](=[O:18])[NH:13][C:12]2=[O:19])=[N:6][CH:7]=1.[C:26]1(B(O)O)[CH:31]=[CH:30][CH:29]=[CH:28][CH:27]=1.